This data is from Forward reaction prediction with 1.9M reactions from USPTO patents (1976-2016). The task is: Predict the product of the given reaction. (1) Given the reactants [CH3:1][O:2][C:3]1[CH:4]=[CH:5][C:6]2[NH:12][C:11](=[O:13])[N:10]([CH:14]3[CH2:19][CH2:18][NH:17][CH2:16][CH2:15]3)[CH2:9][CH2:8][C:7]=2[CH:20]=1.[CH3:21][N:22]1[C:26]2[C:27]([CH3:42])=[CH:28][C:29]([C:31]([C:33]3[CH:34]=[C:35]([CH:38]=[C:39](F)[CH:40]=3)[C:36]#[N:37])=[O:32])=[CH:30][C:25]=2[O:24][C:23]1=[O:43], predict the reaction product. The product is: [CH3:21][N:22]1[C:26]2[C:27]([CH3:42])=[CH:28][C:29]([C:31]([C:33]3[CH:34]=[C:35]([CH:38]=[C:39]([N:17]4[CH2:18][CH2:19][CH:14]([N:10]5[CH2:9][CH2:8][C:7]6[CH:20]=[C:3]([O:2][CH3:1])[CH:4]=[CH:5][C:6]=6[NH:12][C:11]5=[O:13])[CH2:15][CH2:16]4)[CH:40]=3)[C:36]#[N:37])=[O:32])=[CH:30][C:25]=2[O:24][C:23]1=[O:43]. (2) Given the reactants [CH2:1]([O:3][C:4](=[O:12])[C:5]1[CH:10]=[CH:9][C:8]([NH2:11])=[CH:7][CH:6]=1)[CH3:2].[Br:13][C:14]1[CH:15]=[C:16]([CH:19]=[C:20]([O:22][CH3:23])[CH:21]=1)[CH:17]=O, predict the reaction product. The product is: [CH2:1]([O:3][C:4](=[O:12])[C:5]1[CH:10]=[CH:9][C:8]([N:11]=[CH:17][C:16]2[CH:19]=[C:20]([O:22][CH3:23])[CH:21]=[C:14]([Br:13])[CH:15]=2)=[CH:7][CH:6]=1)[CH3:2].